Dataset: Catalyst prediction with 721,799 reactions and 888 catalyst types from USPTO. Task: Predict which catalyst facilitates the given reaction. (1) Reactant: [OH-].[Na+].CC1(C)C(C)(C)OB([C:11]2[CH:19]=[CH:18][CH:17]=[C:16]3[C:12]=2[CH:13]=[CH:14][NH:15]3)O1.Br[C:22]1[CH:23]=[N:24][CH:25]=[N:26][CH:27]=1. Product: [N:24]1[CH:23]=[C:22]([C:11]2[CH:19]=[CH:18][CH:17]=[C:16]3[C:12]=2[CH:13]=[CH:14][NH:15]3)[CH:27]=[N:26][CH:25]=1. The catalyst class is: 354. (2) Reactant: [S:1]1[C:5]([C:6]2[C:11](Br)=[CH:10][N:9]=[C:8]([NH:13][CH2:14][CH2:15][N:16]3[C:20]([CH3:22])([CH3:21])[C:19](=[O:23])[NH:18][C:17]3=[O:24])[N:7]=2)=[CH:4][C:3]2[CH:25]=[CH:26][CH:27]=[CH:28][C:2]1=2.[C:29]1(B(O)O)[CH:34]=[CH:33][CH:32]=[CH:31][CH:30]=1.C(=O)([O-])[O-].[Na+].[Na+].O1CCOCC1. Product: [S:1]1[C:5]([C:6]2[C:11]([C:29]3[CH:34]=[CH:33][CH:32]=[CH:31][CH:30]=3)=[CH:10][N:9]=[C:8]([NH:13][CH2:14][CH2:15][N:16]3[C:20]([CH3:22])([CH3:21])[C:19](=[O:23])[NH:18][C:17]3=[O:24])[N:7]=2)=[CH:4][C:3]2[CH:25]=[CH:26][CH:27]=[CH:28][C:2]1=2. The catalyst class is: 535. (3) Reactant: [CH3:1][O:2][C:3]1[CH:31]=[CH:30][C:6]([CH2:7][NH:8][C:9]2[C:10]([N+:27]([O-])=O)=[C:11]([CH:24]=[CH:25][CH:26]=2)[NH:12][CH:13]([C:18]2[CH:23]=[CH:22][CH:21]=[CH:20][CH:19]=2)[CH2:14][C:15]([OH:17])=[O:16])=[CH:5][CH:4]=1.O.NN. Product: [NH2:27][C:10]1[C:9]([NH:8][CH2:7][C:6]2[CH:30]=[CH:31][C:3]([O:2][CH3:1])=[CH:4][CH:5]=2)=[CH:26][CH:25]=[CH:24][C:11]=1[NH:12][CH:13]([C:18]1[CH:19]=[CH:20][CH:21]=[CH:22][CH:23]=1)[CH2:14][C:15]([OH:17])=[O:16]. The catalyst class is: 171. (4) Reactant: [CH2:1]([O:3][C:4]([CH:6]1[CH2:11][CH2:10][N:9]([C:12]([NH:14][NH2:15])=[O:13])[CH2:8][CH2:7]1)=[O:5])[CH3:2].[C:16](OC(=O)C)(=O)[CH3:17].P(Cl)(Cl)(Cl)=O.C(=O)([O-])[O-].[Na+].[Na+]. The catalyst class is: 49. Product: [CH2:1]([O:3][C:4]([CH:6]1[CH2:7][CH2:8][N:9]([C:12]2[O:13][C:16]([CH3:17])=[N:15][N:14]=2)[CH2:10][CH2:11]1)=[O:5])[CH3:2].